This data is from Peptide-MHC class II binding affinity with 134,281 pairs from IEDB. The task is: Regression. Given a peptide amino acid sequence and an MHC pseudo amino acid sequence, predict their binding affinity value. This is MHC class II binding data. (1) The peptide sequence is IHAVPFGLVSMMIAMKK. The MHC is DRB3_0101 with pseudo-sequence DRB3_0101. The binding affinity (normalized) is 0.459. (2) The peptide sequence is GELQIVDKIDLAFKI. The MHC is DRB3_0101 with pseudo-sequence DRB3_0101. The binding affinity (normalized) is 0.684. (3) The peptide sequence is AFKWAATAANAAPAN. The MHC is HLA-DPA10201-DPB11401 with pseudo-sequence HLA-DPA10201-DPB11401. The binding affinity (normalized) is 0.642.